From a dataset of Forward reaction prediction with 1.9M reactions from USPTO patents (1976-2016). Predict the product of the given reaction. Given the reactants [C:1]1([C:7]2[N:8]=[C:9]([NH:12][CH2:13][CH2:14][C:15]3[CH:20]=[CH:19][CH:18]=[CH:17][CH:16]=3)[S:10][CH:11]=2)[CH:6]=[CH:5][CH:4]=[CH:3][CH:2]=1.[H-].[Na+].Br[CH2:24][C:25]1[CH:34]=[CH:33][C:28]([C:29]([O:31][CH3:32])=[O:30])=[CH:27][CH:26]=1.O, predict the reaction product. The product is: [C:15]1([CH2:14][CH2:13][N:12]([CH2:24][C:25]2[CH:34]=[CH:33][C:28]([C:29]([O:31][CH3:32])=[O:30])=[CH:27][CH:26]=2)[C:9]2[S:10][CH:11]=[C:7]([C:1]3[CH:6]=[CH:5][CH:4]=[CH:3][CH:2]=3)[N:8]=2)[CH:16]=[CH:17][CH:18]=[CH:19][CH:20]=1.